Task: Predict which catalyst facilitates the given reaction.. Dataset: Catalyst prediction with 721,799 reactions and 888 catalyst types from USPTO (1) Reactant: [N:1]1[N:5]2[CH:6]=[C:7](O)[CH:8]=[CH:9][C:4]2=[CH:3][CH:2]=1.[O-]S(C(F)(F)F)(=O)=O.[CH2:19](N(CC)CC)[CH3:20]. Product: [C:19]([C:7]1[CH:8]=[CH:9][C:4]2[N:5]([N:1]=[CH:2][CH:3]=2)[CH:6]=1)#[CH:20]. The catalyst class is: 4. (2) Reactant: C[O:2][C:3](=O)[C:4]1[CH:9]=[C:8]([N+:10]([O-:12])=[O:11])[CH:7]=[C:6]([Cl:13])[CH:5]=1.CC(C[AlH]CC(C)C)C. Product: [Cl:13][C:6]1[CH:5]=[C:4]([CH2:3][OH:2])[CH:9]=[C:8]([N+:10]([O-:12])=[O:11])[CH:7]=1. The catalyst class is: 11. (3) Reactant: [C:1]([C:4]1[C:5]2[CH2:18][CH2:17][N:16]([C:19]([O:21][C:22]([CH3:25])([CH3:24])[CH3:23])=[O:20])[CH2:15][CH2:14][C:6]=2[CH:7]=[C:8]2[C:13]=1[NH:12][CH2:11][CH2:10][CH2:9]2)([CH3:3])=[CH2:2]. Product: [CH:1]([C:4]1[C:5]2[CH2:18][CH2:17][N:16]([C:19]([O:21][C:22]([CH3:24])([CH3:23])[CH3:25])=[O:20])[CH2:15][CH2:14][C:6]=2[CH:7]=[C:8]2[C:13]=1[NH:12][CH2:11][CH2:10][CH2:9]2)([CH3:3])[CH3:2]. The catalyst class is: 19. (4) Reactant: [Mg].Br[C:3]1[CH:8]=[CH:7][CH:6]=[CH:5][C:4]=1[CH3:9].[P:10]([O-:17])(OCC)OCC. Product: [C:4]1([CH3:9])[CH:5]=[CH:6][CH:7]=[CH:8][C:3]=1[PH:10](=[O:17])[C:3]1[CH:8]=[CH:7][CH:6]=[CH:5][C:4]=1[CH3:9]. The catalyst class is: 27.